The task is: Predict which catalyst facilitates the given reaction.. This data is from Catalyst prediction with 721,799 reactions and 888 catalyst types from USPTO. (1) Reactant: [Br:1][C:2]1[CH:7]=[CH:6][C:5]([C:8]2[CH:13]=[CH:12][C:11]([CH2:14][CH2:15][C:16]3([NH:24]C(=O)C)[CH2:21][O:20]C(C)(C)[O:18][CH2:17]3)=[CH:10][CH:9]=2)=[C:4]([F:28])[CH:3]=1.Cl. Product: [NH2:24][C:16]([CH2:15][CH2:14][C:11]1[CH:12]=[CH:13][C:8]([C:5]2[CH:6]=[CH:7][C:2]([Br:1])=[CH:3][C:4]=2[F:28])=[CH:9][CH:10]=1)([CH2:21][OH:20])[CH2:17][OH:18]. The catalyst class is: 8. (2) Reactant: [NH2:1][C:2]1[CH:7]=[CH:6][CH:5]=[CH:4][N:3]=1.[N:8]1[CH:13]=[C:12]([CH:14]=O)[CH:11]=[N:10][CH:9]=1. Product: [N:8]1[CH:13]=[C:12]([CH:14]=[N:1][C:2]2[CH:7]=[CH:6][CH:5]=[CH:4][N:3]=2)[CH:11]=[N:10][CH:9]=1. The catalyst class is: 22. (3) Reactant: [Cl:1][C:2]1[CH:3]=[C:4]([N:9]2[CH:13]=[C:12]([CH2:14][NH:15][C:16](=O)[CH3:17])[N:11]=[CH:10]2)[CH:5]=[CH:6][C:7]=1[Cl:8].COC1C=CC(P2(SP(C3C=CC(OC)=CC=3)(=S)S2)=[S:28])=CC=1.C([O-])(O)=O.[Na+].C(Cl)Cl. Product: [Cl:1][C:2]1[CH:3]=[C:4]([N:9]2[CH:13]=[C:12]([CH2:14][NH:15][C:16](=[S:28])[CH3:17])[N:11]=[CH:10]2)[CH:5]=[CH:6][C:7]=1[Cl:8]. The catalyst class is: 57. (4) Reactant: [C:1]([N:5]1[C:10](=[O:11])[C:9]([Cl:12])=[C:8]([O:13][CH2:14][C:15]2[CH:20]=[CH:19][C:18]([CH2:21][O:22][CH2:23][CH2:24][OH:25])=[CH:17][CH:16]=2)[CH:7]=[N:6]1)([CH3:4])([CH3:3])[CH3:2].CC1(C)OC2C=CC3C(=O)[C@@H]4[C@@H](COC5C4=CC(OC)=C(OC)C=5)OC=3C=2C=C1.CC(C1C=CC(CSC2C=NN(C(C)(C)C)C(=O)C=2Cl)=CC=1)(C)C.CCC1N=CN=C(NCCOC2C=CC(CCOCC)=C(C)C=2C)C=1Cl.CCC1C(Cl)=C(C(NCC2C=CC(C(C)(C)C)=CC=2)=O)N(C)N=1.CC(C1C=CC(CCOC2N=CN=C3C=2C=CC=C3)=CC=1)(C)C.Cl[C:152]([O:154][CH3:155])=[O:153]. Product: [C:152](=[O:153])([O:154][CH3:155])[O:25][CH2:24][CH2:23][O:22][CH2:21][C:18]1[CH:17]=[CH:16][C:15]([CH2:14][O:13][C:8]2[CH:7]=[N:6][N:5]([C:1]([CH3:4])([CH3:3])[CH3:2])[C:10](=[O:11])[C:9]=2[Cl:12])=[CH:20][CH:19]=1. The catalyst class is: 300.